This data is from Reaction yield outcomes from USPTO patents with 853,638 reactions. The task is: Predict the reaction yield, written as a fraction of the theoretical maximum amount of product (1.0 means a 100% yield; for example, 0.34 means a 34% yield). (1) The reactants are C1(C)C=C(C)C=C(C)C=1S([O-])(=O)=O.[NH2:14][N+:15]1[CH:20]=[CH:19][C:18]([Br:21])=[CH:17][C:16]=1[Cl:22].C([O-])([O-])=O.[K+].[K+].[C:29]([C:35]([O:37][CH3:38])=[O:36])#[C:30][C:31]([O:33][CH3:34])=[O:32]. The catalyst is CN(C=O)C. The product is [CH3:34][O:33][C:31]([C:30]1[C:29]([C:35]([O:37][CH3:38])=[O:36])=[C:20]2[CH:19]=[C:18]([Br:21])[CH:17]=[C:16]([Cl:22])[N:15]2[N:14]=1)=[O:32]. The yield is 0.230. (2) The reactants are P(Cl)(Cl)(Cl)=O.[S:6]1[CH:10]=[CH:9][CH:8]=[C:7]1[C:11]1[S:12][CH:13]=[CH:14][CH:15]=1.Cl.CN([CH:20]=[O:21])C. No catalyst specified. The product is [CH:20]([C:10]1[S:6][C:7]([C:11]2[S:12][CH:13]=[CH:14][CH:15]=2)=[CH:8][CH:9]=1)=[O:21]. The yield is 0.810. (3) The reactants are C([O:3][C:4]([C:6]1[CH:7]=[N:8][N:9]([CH3:30])[C:10]=1[N:11]([CH2:23][C:24]1[CH:29]=[CH:28][CH:27]=[CH:26][CH:25]=1)[S:12]([C:15]1[CH:20]=[CH:19][C:18]([O:21][CH3:22])=[CH:17][CH:16]=1)(=[O:14])=[O:13])=[O:5])C.[OH-].[Na+]. The catalyst is CO.C1COCC1. The product is [CH2:23]([N:11]([S:12]([C:15]1[CH:16]=[CH:17][C:18]([O:21][CH3:22])=[CH:19][CH:20]=1)(=[O:14])=[O:13])[C:10]1[N:9]([CH3:30])[N:8]=[CH:7][C:6]=1[C:4]([OH:5])=[O:3])[C:24]1[CH:29]=[CH:28][CH:27]=[CH:26][CH:25]=1. The yield is 0.930.